This data is from Reaction yield outcomes from USPTO patents with 853,638 reactions. The task is: Predict the reaction yield, written as a fraction of the theoretical maximum amount of product (1.0 means a 100% yield; for example, 0.34 means a 34% yield). (1) The reactants are C[O:2][C:3]1[CH:8]=[CH:7][C:6]([CH2:9][C:10]([C:12]2[CH:17]=[CH:16][CH:15]=[CH:14][CH:13]=2)=[O:11])=[CH:5][CH:4]=1.[OH-].[K+]. The catalyst is Br. The product is [OH:2][C:3]1[CH:4]=[CH:5][C:6]([CH2:9][C:10]([C:12]2[CH:13]=[CH:14][CH:15]=[CH:16][CH:17]=2)=[O:11])=[CH:7][CH:8]=1. The yield is 0.370. (2) The reactants are F[C:2]1[CH:7]=[C:6]([C:8]2[C:9]([C:20]3[O:21][CH:22]=[CH:23][CH:24]=3)=[N:10][C:11]([NH2:19])=[N:12][C:13]=2[C:14]2[O:15][CH:16]=[CH:17][CH:18]=2)[CH:5]=[CH:4][N:3]=1.[CH2:25]([NH2:28])[CH2:26][CH3:27]. No catalyst specified. The product is [O:21]1[CH:22]=[CH:23][CH:24]=[C:20]1[C:9]1[C:8]([C:6]2[CH:5]=[CH:4][N:3]=[C:2]([NH:28][CH2:25][CH2:26][CH3:27])[CH:7]=2)=[C:13]([C:14]2[O:15][CH:16]=[CH:17][CH:18]=2)[N:12]=[C:11]([NH2:19])[N:10]=1. The yield is 0.640. (3) The reactants are [CH:1](=O)[CH3:2].[F:4][C:5]1[CH:6]=[C:7]([NH:13][NH2:14])[CH:8]=[CH:9][C:10]=1[O:11][CH3:12].S([O-])([O-])(=O)=O.[Mg+2]. The catalyst is C1(C)C=CC=CC=1. The product is [F:4][C:5]1[CH:6]=[C:7]([NH:13][N:14]=[CH:1][CH3:2])[CH:8]=[CH:9][C:10]=1[O:11][CH3:12]. The yield is 0.430. (4) The yield is 0.870. The product is [CH:7]12[CH2:12][CH:10]([CH2:9][CH2:8]1)[CH2:11][CH:6]2[CH2:5][CH:4]([N:13]1[CH2:17][C:16]([O:18][C:19]2[C:20]([F:26])=[CH:21][CH:22]=[CH:23][C:24]=2[F:25])=[CH:15][C:14]1=[O:27])[C:3]([OH:28])=[O:2]. The catalyst is O1CCCC1.O. The reactants are C[O:2][C:3](=[O:28])[CH:4]([N:13]1[CH2:17][C:16]([O:18][C:19]2[C:24]([F:25])=[CH:23][CH:22]=[CH:21][C:20]=2[F:26])=[CH:15][C:14]1=[O:27])[CH2:5][CH:6]1[CH2:11][CH:10]2[CH2:12][CH:7]1[CH2:8][CH2:9]2.O.[OH-].[Li+].Cl. (5) The reactants are [Cl:1][C:2]1[CH:7]=[CH:6][N:5]2[N:8]=[C:9]([C:13]3[CH:18]=[CH:17][C:16]([O:19][CH3:20])=[CH:15][CH:14]=3)[C:10]([CH:11]=[O:12])=[C:4]2[CH:3]=1.[C:21]([Mg]Br)#[CH:22]. The catalyst is O1CCCC1. The product is [Cl:1][C:2]1[CH:7]=[CH:6][N:5]2[N:8]=[C:9]([C:13]3[CH:18]=[CH:17][C:16]([O:19][CH3:20])=[CH:15][CH:14]=3)[C:10]([CH:11]([OH:12])[C:21]#[CH:22])=[C:4]2[CH:3]=1. The yield is 1.00. (6) The reactants are [Cl:1][C:2]1[CH:10]=[CH:9][C:5]([C:6]([OH:8])=O)=[CH:4][C:3]=1[OH:11].[NH:12]1[CH2:17][CH2:16][CH2:15][C@@H:14]2[C:18]3[CH:19]=[CH:20][CH:21]=[CH:22][C:23]=3[CH2:24][C@H:13]12.F[P-](F)(F)(F)(F)F.N1(OC(N(C)C)=[N+](C)C)C2N=CC=CC=2N=N1. No catalyst specified. The product is [Cl:1][C:2]1[CH:10]=[CH:9][C:5]([C:6]([N:12]2[CH2:17][CH2:16][CH2:15][C@@H:14]3[C:18]4[CH:19]=[CH:20][CH:21]=[CH:22][C:23]=4[CH2:24][C@H:13]23)=[O:8])=[CH:4][C:3]=1[OH:11]. The yield is 0.440. (7) The reactants are [Br:1][C:2]1[CH:7]=[C:6]([CH3:8])[CH:5]=[C:4]([Br:9])[C:3]=1[O:10][C:11]1[CH:16]=[CH:15][C:14]([N+:17]([O-:19])=[O:18])=[CH:13][CH:12]=1.[Mn]([O-])(=O)(=O)=[O:21].[K+].[OH2:26]. The catalyst is N1C=CC=CC=1.C(OCC)(=O)C. The product is [Br:1][C:2]1[CH:7]=[C:6]([CH:5]=[C:4]([Br:9])[C:3]=1[O:10][C:11]1[CH:12]=[CH:13][C:14]([N+:17]([O-:19])=[O:18])=[CH:15][CH:16]=1)[C:8]([OH:21])=[O:26]. The yield is 0.710.